Dataset: Full USPTO retrosynthesis dataset with 1.9M reactions from patents (1976-2016). Task: Predict the reactants needed to synthesize the given product. Given the product [Cl:23][C:7]1[CH:6]=[CH:5][C:4]2[N:3]=[C:2]([N:30]3[CH2:31][CH2:32][CH:27]([C:25]#[N:26])[CH2:28][CH2:29]3)[CH:11]=[CH:10][C:9]=2[C:8]=1[C:12]([NH:14][CH2:15][CH2:16][CH:17]1[CH2:22][CH2:21][CH2:20][CH2:19][CH2:18]1)=[O:13], predict the reactants needed to synthesize it. The reactants are: Cl[C:2]1[CH:11]=[CH:10][C:9]2[C:8]([C:12]([NH:14][CH2:15][CH2:16][CH:17]3[CH2:22][CH2:21][CH2:20][CH2:19][CH2:18]3)=[O:13])=[C:7]([Cl:23])[CH:6]=[CH:5][C:4]=2[N:3]=1.Cl.[C:25]([CH:27]1[CH2:32][CH2:31][NH:30][CH2:29][CH2:28]1)#[N:26].